This data is from Catalyst prediction with 721,799 reactions and 888 catalyst types from USPTO. The task is: Predict which catalyst facilitates the given reaction. (1) Reactant: Cl[C:2]1[N:7]=[C:6]([Cl:8])[N:5]=[CH:4][N:3]=1.C(N(CC)C(C)C)(C)C.[NH2:18][C:19]1[CH:20]=[N:21][N:22]([CH3:24])[CH:23]=1. Product: [Cl:8][C:6]1[N:5]=[CH:4][N:3]=[C:2]([NH:18][C:19]2[CH:20]=[N:21][N:22]([CH3:24])[CH:23]=2)[N:7]=1. The catalyst class is: 288. (2) Reactant: [Cl:1][C:2]1[CH:7]=[C:6]([Cl:8])[N:5]=[C:4]([CH2:9]Cl)[N:3]=1.[I-:11].[Na+]. Product: [Cl:1][C:2]1[CH:7]=[C:6]([Cl:8])[N:5]=[C:4]([CH2:9][I:11])[N:3]=1. The catalyst class is: 21. (3) Reactant: [CH3:1][C:2]([O:5][CH2:6][C:7]1[C:11]([C:12](OC)=[O:13])=[C:10]([CH:16]([CH3:18])[CH3:17])[O:9][N:8]=1)([CH3:4])[CH3:3].[H-].C([Al+]CC(C)C)C(C)C.C1(C)C=CC=CC=1.[C@H](O)(C([O-])=O)[C@@H](O)C([O-])=O.[Na+].[K+]. Product: [CH3:4][C:2]([O:5][CH2:6][C:7]1[C:11]([CH2:12][OH:13])=[C:10]([CH:16]([CH3:18])[CH3:17])[O:9][N:8]=1)([CH3:1])[CH3:3]. The catalyst class is: 54. (4) Reactant: Cl[CH:2]1[CH2:7][CH2:6][N:5]([CH3:8])[CH2:4][CH2:3]1.C(Br)C.N#N.[F:14][C:15]1[CH:22]=[CH:21][CH:20]=[CH:19][C:16]=1C#N.[NH4+].[Cl-]. Product: [F:14][C:15]1[CH:22]=[CH:21][CH:20]=[CH:19][C:16]=1[CH:2]1[CH2:7][CH2:6][N:5]([CH3:8])[CH2:4][CH2:3]1. The catalyst class is: 90. (5) Reactant: [NH2:1][C:2]1[CH:7]=[CH:6][CH:5]=[CH:4][C:3]=1[S:8]([NH:11][C:12]1[CH:17]=[CH:16][CH:15]=[C:14]([N:18]([CH3:20])[CH3:19])[N:13]=1)(=[O:10])=[O:9].Cl[C:22](Cl)([O:24]C(=O)OC(Cl)(Cl)Cl)Cl. Product: [CH3:19][N:18]([CH3:20])[C:14]1[N:13]=[C:12]([N:11]2[C:22](=[O:24])[NH:1][C:2]3[CH:7]=[CH:6][CH:5]=[CH:4][C:3]=3[S:8]2(=[O:9])=[O:10])[CH:17]=[CH:16][CH:15]=1. The catalyst class is: 12. (6) Reactant: C1(P(C2C=CC=CC=2)C2C=CC=CC=2)C=CC=CC=1.Br[C:21]1[C:30]2[C:25](=[CH:26][CH:27]=[CH:28][CH:29]=2)[CH:24]=[CH:23][CH:22]=1.[CH:31]([C:33]1[N:34]([C:53]2[N:54]=[C:55]([NH2:61])[NH:56][C:57](=[O:60])[C:58]=2[N:59]=1)[C@@H:35]1[O:52][C@H:46]([CH2:47][O:48][C:49](=[O:51])[CH3:50])[C@@H:41]([O:42][C:43](=[O:45])[CH3:44])[C@H:36]1[O:37][C:38](=[O:40])[CH3:39])=[CH2:32]. Product: [C:21]1([CH:32]=[CH:31][C:33]2[N:34]([C:53]3[N:54]=[C:55]([NH2:61])[NH:56][C:57](=[O:60])[C:58]=3[N:59]=2)[C@@H:35]2[O:52][C@H:46]([CH2:47][O:48][C:49](=[O:51])[CH3:50])[C@@H:41]([O:42][C:43](=[O:45])[CH3:44])[C@H:36]2[O:37][C:38](=[O:40])[CH3:39])[C:30]2[C:25](=[CH:26][CH:27]=[CH:28][CH:29]=2)[CH:24]=[CH:23][CH:22]=1. The catalyst class is: 3. (7) Reactant: [F:1][C:2]1[CH:3]=[C:4]2[C:8](=[C:9]([F:11])[CH:10]=1)[NH:7][C:6]([C:12]([OH:14])=[O:13])=[CH:5]2.[H-].[Na+].C1(C)C=CC(S(O[CH2:27][CH2:28][O:29][C@@H:30]2[CH2:35][CH2:34][CH2:33][C@H:32]([O:36][CH2:37][C:38]3[N:39]=[C:40]([C:44]4[CH:45]=[C:46]([CH3:50])[CH:47]=[CH:48][CH:49]=4)[O:41][C:42]=3[CH3:43])[CH2:31]2)(=O)=O)=CC=1.C(O)(C(F)(F)F)=O. Product: [F:1][C:2]1[CH:3]=[C:4]2[C:8](=[C:9]([F:11])[CH:10]=1)[N:7]([CH2:27][CH2:28][O:29][C@@H:30]1[CH2:35][CH2:34][CH2:33][C@H:32]([O:36][CH2:37][C:38]3[N:39]=[C:40]([C:44]4[CH:45]=[C:46]([CH3:50])[CH:47]=[CH:48][CH:49]=4)[O:41][C:42]=3[CH3:43])[CH2:31]1)[C:6]([C:12]([OH:14])=[O:13])=[CH:5]2. The catalyst class is: 3.